From a dataset of Forward reaction prediction with 1.9M reactions from USPTO patents (1976-2016). Predict the product of the given reaction. (1) Given the reactants [H-].[Na+].[C:3]([CH2:5]P(=O)(OCC)OCC)#[N:4].[CH2:14]([N:21]1[C:25]2[CH:26]=[CH:27][C:28]3[CH2:29][CH2:30][C:31](=O)[C:32]=3[C:24]=2[N:23]=[C:22]1[CH3:34])[C:15]1[CH:20]=[CH:19][CH:18]=[CH:17][CH:16]=1, predict the reaction product. The product is: [CH2:14]([N:21]1[C:25]2[CH:26]=[CH:27][C:28]3[CH2:29][CH2:30][C:31](=[CH:5][C:3]#[N:4])[C:32]=3[C:24]=2[N:23]=[C:22]1[CH3:34])[C:15]1[CH:20]=[CH:19][CH:18]=[CH:17][CH:16]=1. (2) Given the reactants [C:1]1(=[O:7])[CH2:6][CH2:5][CH2:4][CH2:3][CH2:2]1.[C:8](OCC)(=[O:14])[C:9]([O:11][CH2:12][CH3:13])=[O:10], predict the reaction product. The product is: [O:14]=[C:8]([CH:2]1[CH2:3][CH2:4][CH2:5][CH2:6][C:1]1=[O:7])[C:9]([O:11][CH2:12][CH3:13])=[O:10]. (3) Given the reactants C[O:2][C:3](=[O:22])[C:4]1[CH:9]=[CH:8][C:7]([CH:10]=[CH:11][C:12]2[C:20]3[C:15](=[CH:16][CH:17]=[CH:18][CH:19]=3)[NH:14][N:13]=2)=[C:6]([NH2:21])[CH:5]=1.C(N(CC)CC)C.[O:30]1[CH:34]=[CH:33][CH:32]=[C:31]1[C:35](Cl)=[O:36].[OH-].[Na+].Cl, predict the reaction product. The product is: [NH:14]1[C:15]2[C:20](=[CH:19][CH:18]=[CH:17][CH:16]=2)[C:12](/[CH:11]=[CH:10]/[C:7]2[CH:8]=[CH:9][C:4]([C:3]([OH:2])=[O:22])=[CH:5][C:6]=2[NH:21][C:35]([C:31]2[O:30][CH:34]=[CH:33][CH:32]=2)=[O:36])=[N:13]1. (4) Given the reactants [F:1][C:2]([F:17])([F:16])[C:3]1[CH:11]=[C:10]2[C:6]([C:7]([CH2:12]N(C)C)=[CH:8][NH:9]2)=[CH:5][CH:4]=1.[C-]#N.[Na+].C[N:22]([CH:24]=[O:25])C, predict the reaction product. The product is: [F:17][C:2]([F:1])([F:16])[C:3]1[CH:11]=[C:10]2[C:6]([C:7]([CH2:12][C:24]([NH2:22])=[O:25])=[CH:8][NH:9]2)=[CH:5][CH:4]=1. (5) Given the reactants Br[CH2:2][C:3]1[N:4]=[N:5][N:6]([C:8]2[CH:13]=[CH:12][CH:11]=[CH:10][CH:9]=2)[N:7]=1.[N+:14]([C:17]1[C:18]([N:23]2[CH2:28][CH2:27][C:26](=O)[CH2:25][CH2:24]2)=[N:19][CH:20]=[CH:21][CH:22]=1)([O-:16])=[O:15], predict the reaction product. The product is: [N+:14]([C:17]1[C:18]([N:23]2[CH2:28][CH2:27][C:26](=[CH:2][C:3]3[N:4]=[N:5][N:6]([C:8]4[CH:13]=[CH:12][CH:11]=[CH:10][CH:9]=4)[N:7]=3)[CH2:25][CH2:24]2)=[N:19][CH:20]=[CH:21][CH:22]=1)([O-:16])=[O:15].